This data is from Full USPTO retrosynthesis dataset with 1.9M reactions from patents (1976-2016). The task is: Predict the reactants needed to synthesize the given product. Given the product [NH2:29][C:26]1[CH:27]=[CH:28][C:23]([O:22][CH2:21][CH2:20][CH2:19][CH2:18][Si:15]([CH3:16])([CH3:17])[O:14][Si:13]([CH3:34])([CH3:33])[O:12][Si:11]([CH3:36])([CH3:35])[O:10][Si:9]([CH2:8][CH2:7][CH2:6][CH2:5][O:4][C:3]2[CH:39]=[CH:40][C:41]([NH2:43])=[CH:42][C:2]=2[Cl:1])([CH3:37])[CH3:38])=[C:24]([Cl:32])[CH:25]=1, predict the reactants needed to synthesize it. The reactants are: [Cl:1][C:2]1[CH:42]=[C:41]([N+:43]([O-])=O)[CH:40]=[CH:39][C:3]=1[O:4][CH2:5][CH2:6][CH2:7][CH2:8][Si:9]([CH3:38])([CH3:37])[O:10][Si:11]([CH3:36])([CH3:35])[O:12][Si:13]([CH3:34])([CH3:33])[O:14][Si:15]([CH2:18][CH2:19][CH2:20][CH2:21][O:22][C:23]1[CH:28]=[CH:27][C:26]([N+:29]([O-])=O)=[CH:25][C:24]=1[Cl:32])([CH3:17])[CH3:16].[H][H].